Dataset: Full USPTO retrosynthesis dataset with 1.9M reactions from patents (1976-2016). Task: Predict the reactants needed to synthesize the given product. (1) Given the product [F:28][CH:2]([F:1])[O:3][C:4]1[CH:5]=[C:6]([NH:10][C:11]2[C:20]3[C:15](=[CH:16][CH:17]=[C:18]([NH:21][C:42](=[O:43])[C:41]4[CH:45]=[CH:46][C:38]([O:37][CH3:36])=[N:39][CH:40]=4)[CH:19]=3)[N:14]=[C:13]([C:22]3[CH:27]=[N:26][CH:25]=[CH:24][N:23]=3)[N:12]=2)[CH:7]=[CH:8][CH:9]=1, predict the reactants needed to synthesize it. The reactants are: [F:1][CH:2]([F:28])[O:3][C:4]1[CH:5]=[C:6]([NH:10][C:11]2[C:20]3[C:15](=[CH:16][CH:17]=[C:18]([NH2:21])[CH:19]=3)[N:14]=[C:13]([C:22]3[CH:27]=[N:26][CH:25]=[CH:24][N:23]=3)[N:12]=2)[CH:7]=[CH:8][CH:9]=1.CCN(CC)CC.[CH3:36][O:37][C:38]1[CH:46]=[CH:45][C:41]([C:42](Cl)=[O:43])=[CH:40][N:39]=1. (2) Given the product [C:14]([Si:1]([O:18][CH:19]1[CH2:24][CH2:23][CH:22]([C:25]#[CH:29])[CH2:21][CH2:20]1)([C:8]1[CH:9]=[CH:10][CH:11]=[CH:12][CH:13]=1)[C:2]1[CH:7]=[CH:6][CH:5]=[CH:4][CH:3]=1)([CH3:15])([CH3:16])[CH3:17], predict the reactants needed to synthesize it. The reactants are: [Si:1]([O:18][CH:19]1[CH2:24][CH2:23][CH:22]([CH:25]=O)[CH2:21][CH2:20]1)([C:14]([CH3:17])([CH3:16])[CH3:15])([C:8]1[CH:13]=[CH:12][CH:11]=[CH:10][CH:9]=1)[C:2]1[CH:7]=[CH:6][CH:5]=[CH:4][CH:3]=1.[N+](=[C:29](P(=O)(OC)OC)C(=O)C)=[N-].C(=O)([O-])[O-].[K+].[K+]. (3) Given the product [F:1][C:2]1[CH:14]=[C:6]([C:7]([O:9][C:10]([CH3:13])([CH3:12])[CH3:11])=[O:8])[C:5]2[C:15](=[O:23])[CH:16]([C:17]3[N:21]([CH3:22])[N:20]=[CH:19][N:18]=3)[CH:32]([C:31]3[CH:34]=[CH:35][C:28]([F:27])=[CH:29][CH:30]=3)[NH:24][C:4]=2[CH:3]=1, predict the reactants needed to synthesize it. The reactants are: [F:1][C:2]1[CH:3]=[C:4]([N+:24]([O-])=O)[C:5]([C:15](=[O:23])[CH2:16][C:17]2[N:21]([CH3:22])[N:20]=[CH:19][N:18]=2)=[C:6]([CH:14]=1)[C:7]([O:9][C:10]([CH3:13])([CH3:12])[CH3:11])=[O:8].[F:27][C:28]1[CH:35]=[CH:34][C:31]([CH:32]=O)=[CH:30][CH:29]=1.O1CCCC1.CO. (4) The reactants are: [C:1]([C@@H:3]1[N:8]2[CH2:9][CH2:10][N:11]([C:13]3[C:14](C#N)=[N:15][CH:16]=[CH:17][N:18]=3)[CH2:12][C@@H:7]2[CH2:6][CH2:5][CH2:4]1)#[CH:2].I[C:22]1[CH:23]=[C:24]([CH:27]=[CH:28][CH:29]=1)[C:25]#[N:26].[N-:30]=[N+:31]=[N-:32].[Na+].O=C1O[C@H]([C@H](CO)O)C([O-])=C1O.[Na+].[NH:47]1CCC[C@H:48]1C(O)=O.C([O-])([O-])=O.[Na+].[Na+]. Given the product [C:25]([C:24]1[CH:23]=[C:22]([C:2]2[NH:32][N:31]=[N:30][C:1]=2[C@@H:3]2[N:8]3[CH2:9][CH2:10][N:11]([C:13]4[N:18]=[C:17]([C:48]#[N:47])[CH:16]=[N:15][CH:14]=4)[CH2:12][C@@H:7]3[CH2:6][CH2:5][CH2:4]2)[CH:29]=[CH:28][CH:27]=1)#[N:26], predict the reactants needed to synthesize it. (5) The reactants are: [BH4-].[Na+].[C:3]([C:7]1[CH:28]=[CH:27][C:10]([CH2:11][CH:12]([C:18]([C:20]2[CH:25]=[CH:24][C:23]([F:26])=[CH:22][CH:21]=2)=[O:19])[C:13]([O:15][CH2:16][CH3:17])=[O:14])=[CH:9][CH:8]=1)([CH3:6])([CH3:5])[CH3:4].Cl. Given the product [C:3]([C:7]1[CH:28]=[CH:27][C:10]([CH2:11][CH:12]([CH:18]([C:20]2[CH:21]=[CH:22][C:23]([F:26])=[CH:24][CH:25]=2)[OH:19])[C:13]([O:15][CH2:16][CH3:17])=[O:14])=[CH:9][CH:8]=1)([CH3:4])([CH3:5])[CH3:6], predict the reactants needed to synthesize it. (6) Given the product [CH3:36][O:35][C:31]1[CH:32]=[CH:33][CH:34]=[C:27]([O:26][CH3:25])[C:28]=1[CH2:29][NH:30][C:11]([C:2]1[CH:3]=[CH:4][C:5]2[C:10](=[CH:9][CH:8]=[N:7][CH:6]=2)[N:1]=1)=[O:13], predict the reactants needed to synthesize it. The reactants are: [N:1]1[C:10]2[C:5](=[CH:6][N:7]=[CH:8][CH:9]=2)[CH:4]=[CH:3][C:2]=1[C:11]([OH:13])=O.O.ON1C2C=CC=CC=2N=N1.[CH3:25][O:26][C:27]1[CH:34]=[CH:33][CH:32]=[C:31]([O:35][CH3:36])[C:28]=1[CH2:29][NH2:30]. (7) Given the product [O:1]1[CH2:5][CH2:4][CH:3]([CH2:6][CH2:7][C:8]([OH:10])=[O:9])[CH2:2]1, predict the reactants needed to synthesize it. The reactants are: [O:1]1[CH:5]=[CH:4][C:3](/[CH:6]=[CH:7]/[C:8]([OH:10])=[O:9])=[CH:2]1.[H][H]. (8) Given the product [CH3:1][O:2][CH2:3][C@H:4]([CH3:39])[O:5][C:6]1[CH:7]=[C:8]([C:23]2[NH:27][C:26]([C:28]3[CH:38]=[CH:37][C:31]([C:32]([OH:34])=[O:33])=[CH:30][N:29]=3)=[CH:25][CH:24]=2)[CH:9]=[C:10]([O:12][C:13]2[CH:14]=[CH:15][C:16]([S:19]([CH3:22])(=[O:20])=[O:21])=[CH:17][CH:18]=2)[CH:11]=1, predict the reactants needed to synthesize it. The reactants are: [CH3:1][O:2][CH2:3][C@H:4]([CH3:39])[O:5][C:6]1[CH:7]=[C:8]([C:23]2[NH:27][C:26]([C:28]3[CH:38]=[CH:37][C:31]([C:32]([O:34]CC)=[O:33])=[CH:30][N:29]=3)=[CH:25][CH:24]=2)[CH:9]=[C:10]([O:12][C:13]2[CH:18]=[CH:17][C:16]([S:19]([CH3:22])(=[O:21])=[O:20])=[CH:15][CH:14]=2)[CH:11]=1.[OH-].[Na+].Cl.C(OCC)(=O)C. (9) The reactants are: [Cl:1][C:2]1[CH:3]=[C:4]([CH2:9][C:10]([O:12][CH3:13])=[O:11])[CH:5]=[CH:6][C:7]=1[Cl:8].[H-].[Na+].[CH2:16]([O:18][C:19]([N:21]1[C:30]2[C:25](=[CH:26][C:27]([C:31]([F:34])([F:33])[F:32])=[CH:28][CH:29]=2)[CH:24](Br)[CH2:23][C@H:22]1[CH2:36][CH3:37])=[O:20])[CH3:17].Cl.[OH-].[Na+]. Given the product [CH2:16]([O:18][C:19]([N:21]1[C:30]2[C:25](=[CH:26][C:27]([C:31]([F:34])([F:32])[F:33])=[CH:28][CH:29]=2)[CH:24]([CH:9]([C:4]2[CH:5]=[CH:6][C:7]([Cl:8])=[C:2]([Cl:1])[CH:3]=2)[C:10]([O:12][CH3:13])=[O:11])[CH2:23][CH:22]1[CH2:36][CH3:37])=[O:20])[CH3:17], predict the reactants needed to synthesize it. (10) Given the product [OH:18][C:17]1[C:16]2[C:11](=[CH:12][C:13]([S:19][C:20]3[CH:25]=[CH:24][CH:23]=[CH:22][CH:21]=3)=[CH:14][CH:15]=2)[CH:10]=[N:9][C:8]=1[C:6]([NH:26][CH2:27][CH2:28][CH2:29][C:30]([OH:32])=[O:31])=[O:7], predict the reactants needed to synthesize it. The reactants are: C(O[C:6]([C:8]1[N:9]=[CH:10][C:11]2[C:16]([C:17]=1[OH:18])=[CH:15][CH:14]=[C:13]([S:19][C:20]1[CH:25]=[CH:24][CH:23]=[CH:22][CH:21]=1)[CH:12]=2)=[O:7])CCC.[NH2:26][CH2:27][CH2:28][CH2:29][C:30]([OH:32])=[O:31].C[O-].[Na+].